Dataset: Merck oncology drug combination screen with 23,052 pairs across 39 cell lines. Task: Regression. Given two drug SMILES strings and cell line genomic features, predict the synergy score measuring deviation from expected non-interaction effect. (1) Drug 1: CN1C(=O)C=CC2(C)C3CCC4(C)C(NC(=O)OCC(F)(F)F)CCC4C3CCC12. Drug 2: CNC(=O)c1cc(Oc2ccc(NC(=O)Nc3ccc(Cl)c(C(F)(F)F)c3)cc2)ccn1. Cell line: SW837. Synergy scores: synergy=0.650. (2) Drug 1: CCC1(O)CC2CN(CCc3c([nH]c4ccccc34)C(C(=O)OC)(c3cc4c(cc3OC)N(C)C3C(O)(C(=O)OC)C(OC(C)=O)C5(CC)C=CCN6CCC43C65)C2)C1. Drug 2: Cn1cc(-c2cnn3c(N)c(Br)c(C4CCCNC4)nc23)cn1. Cell line: VCAP. Synergy scores: synergy=7.36. (3) Drug 1: COc1cc(C2c3cc4c(cc3C(OC3OC5COC(C)OC5C(O)C3O)C3COC(=O)C23)OCO4)cc(OC)c1O. Drug 2: CNC(=O)c1cc(Oc2ccc(NC(=O)Nc3ccc(Cl)c(C(F)(F)F)c3)cc2)ccn1. Cell line: LOVO. Synergy scores: synergy=-10.1. (4) Drug 1: O=P1(N(CCCl)CCCl)NCCCO1. Drug 2: CCN(CC)CCNC(=O)c1c(C)[nH]c(C=C2C(=O)Nc3ccc(F)cc32)c1C. Cell line: VCAP. Synergy scores: synergy=14.5. (5) Drug 1: CS(=O)(=O)CCNCc1ccc(-c2ccc3ncnc(Nc4ccc(OCc5cccc(F)c5)c(Cl)c4)c3c2)o1. Drug 2: CC(C)CC(NC(=O)C(Cc1ccccc1)NC(=O)c1cnccn1)B(O)O. Cell line: A2058. Synergy scores: synergy=14.5. (6) Drug 1: O=C(O)C1(Cc2cccc(Nc3nccs3)n2)CCC(Oc2cccc(Cl)c2F)CC1. Drug 2: O=C(NOCC(O)CO)c1ccc(F)c(F)c1Nc1ccc(I)cc1F. Cell line: T47D. Synergy scores: synergy=25.6. (7) Drug 1: CN(C)C(=N)N=C(N)N. Drug 2: Cn1cc(-c2cnn3c(N)c(Br)c(C4CCCNC4)nc23)cn1. Cell line: UACC62. Synergy scores: synergy=-3.80. (8) Drug 1: CCC1=CC2CN(C1)Cc1c([nH]c3ccccc13)C(C(=O)OC)(c1cc3c(cc1OC)N(C)C1C(O)(C(=O)OC)C(OC(C)=O)C4(CC)C=CCN5CCC31C54)C2. Drug 2: Cn1c(=O)n(-c2ccc(C(C)(C)C#N)cc2)c2c3cc(-c4cnc5ccccc5c4)ccc3ncc21. Cell line: NCIH2122. Synergy scores: synergy=-26.5.